From a dataset of Forward reaction prediction with 1.9M reactions from USPTO patents (1976-2016). Predict the product of the given reaction. (1) Given the reactants [N:1]1[CH:6]=[CH:5][CH:4]=[CH:3][C:2]=1[NH:7][C:8]([N:10]1[C@@H:16]2[CH2:17][N:13]([CH2:14][CH2:15]2)[C:12]2[CH:18]=[CH:19][C:20]([C:22](O)=[O:23])=[N:21][C:11]1=2)=[O:9].CN(C(ON1N=N[C:35]2C=CC=N[C:34]1=2)=[N+](C)C)C.F[P-](F)(F)(F)(F)F.CCN(C(C)C)C(C)C.[F:58][C:59]([F:63])(F)[CH2:60][NH2:61], predict the reaction product. The product is: [F:58][C:59]1([F:63])[CH2:35][CH2:34][N:61]([C:22]([C:20]2[CH:19]=[CH:18][C:12]3[N:13]4[CH2:17][C@H:16]([CH2:15][CH2:14]4)[N:10]([C:8]([NH:7][C:2]4[CH:3]=[CH:4][CH:5]=[CH:6][N:1]=4)=[O:9])[C:11]=3[N:21]=2)=[O:23])[CH2:60]1. (2) The product is: [F:19][CH2:2][C:3]1([C:8]#[N:9])[CH2:6][C:5](=[CH2:7])[CH2:4]1. Given the reactants O[CH2:2][C:3]1([C:8]#[N:9])[CH2:6][C:5](=[CH2:7])[CH2:4]1.C(Cl)Cl.COCCN(CCOC)S(F)(F)[F:19].C(O)C, predict the reaction product. (3) Given the reactants [C:1]([NH:4][C:5]1[CH:15]=[CH:14][C:8]([CH2:9][O:10]C(=O)C)=[CH:7][CH:6]=1)(=[O:3])[CH3:2].[Li+].[OH-], predict the reaction product. The product is: [OH:10][CH2:9][C:8]1[CH:7]=[CH:6][C:5]([NH:4][C:1](=[O:3])[CH3:2])=[CH:15][CH:14]=1. (4) Given the reactants [C:1]([O:5][C:6](=[O:38])[NH:7][C:8]1([C:12]2[CH:17]=[CH:16][C:15]([C:18]3[C:31]([C:32]4[CH:37]=[CH:36][CH:35]=[CH:34][CH:33]=4)=[CH:30][N:21]4[N:22]=[C:23]5[C:28]([CH:27]=[C:26](Br)[CH:25]=[CH:24]5)=[C:20]4[N:19]=3)=[CH:14][CH:13]=2)[CH2:11][CH2:10][CH2:9]1)([CH3:4])([CH3:3])[CH3:2].[C:39]([C:41]1[CH:42]=[C:43](B(O)O)[CH:44]=[CH:45][CH:46]=1)#[N:40].C(=O)([O-])[O-].[Na+].[Na+], predict the reaction product. The product is: [C:1]([O:5][C:6](=[O:38])[NH:7][C:8]1([C:12]2[CH:17]=[CH:16][C:15]([C:18]3[C:31]([C:32]4[CH:37]=[CH:36][CH:35]=[CH:34][CH:33]=4)=[CH:30][N:21]4[N:22]=[C:23]5[C:28]([CH:27]=[C:26]([C:45]6[CH:44]=[CH:43][CH:42]=[C:41]([C:39]#[N:40])[CH:46]=6)[CH:25]=[CH:24]5)=[C:20]4[N:19]=3)=[CH:14][CH:13]=2)[CH2:11][CH2:10][CH2:9]1)([CH3:4])([CH3:3])[CH3:2]. (5) The product is: [CH3:6][C:5]1[S:24][CH:2]=[C:3]([CH2:8][N:9]2[CH:13]=[CH:12][C:11]([NH:14][C:15](=[O:17])[CH3:16])=[N:10]2)[N:4]=1. Given the reactants O[C:2]1[C:3]([CH2:8][N:9]2[CH:13]=[CH:12][C:11]([NH:14][C:15](=[O:17])[CH3:16])=[N:10]2)=[N:4][CH:5]=[CH:6]C=1.Cl.ClCC1N=C(C)[S:24]C=1.[OH-].[Na+], predict the reaction product. (6) Given the reactants [Br:1][C:2]1[CH:11]=[CH:10][C:5]([C:6]([O:8]C)=O)=[C:4]([CH2:12]Br)[CH:3]=1.[NH2:14][C@@H:15]([CH2:24][OH:25])[C@H:16]([C:18]1[CH:23]=[CH:22][CH:21]=[CH:20][CH:19]=1)[OH:17], predict the reaction product. The product is: [Br:1][C:2]1[CH:3]=[C:4]2[C:5](=[CH:10][CH:11]=1)[C:6](=[O:8])[N:14]([C@@H:15]([CH2:24][OH:25])[C@@H:16]([OH:17])[C:18]1[CH:23]=[CH:22][CH:21]=[CH:20][CH:19]=1)[CH2:12]2.